From a dataset of Reaction yield outcomes from USPTO patents with 853,638 reactions. Predict the reaction yield, written as a fraction of the theoretical maximum amount of product (1.0 means a 100% yield; for example, 0.34 means a 34% yield). The reactants are [OH:1][C:2]1[C:11]2[C:6](=[N:7][CH:8]=[CH:9][CH:10]=2)[N:5]([C:12]2[CH:17]=[CH:16][CH:15]=[CH:14][CH:13]=2)[C:4](=[O:18])[CH:3]=1.[H-].[Na+].[H][H].[CH3:23][O:24][CH2:25][C:26](Cl)=[O:27].Cl. The catalyst is CN(C=O)C.O. The product is [CH3:23][O:24][CH2:25][C:26]([O:1][C:2]1[C:11]2[C:6](=[N:7][CH:8]=[CH:9][CH:10]=2)[N:5]([C:12]2[CH:13]=[CH:14][CH:15]=[CH:16][CH:17]=2)[C:4](=[O:18])[CH:3]=1)=[O:27]. The yield is 0.730.